This data is from Peptide-MHC class I binding affinity with 185,985 pairs from IEDB/IMGT. The task is: Regression. Given a peptide amino acid sequence and an MHC pseudo amino acid sequence, predict their binding affinity value. This is MHC class I binding data. (1) The peptide sequence is YQVKYVSPV. The MHC is HLA-B15:42 with pseudo-sequence HLA-B15:42. The binding affinity (normalized) is 0.278. (2) The peptide sequence is LLLTLGIPGL. The MHC is HLA-A02:06 with pseudo-sequence HLA-A02:06. The binding affinity (normalized) is 0.672. (3) The peptide sequence is ITSTALDL. The MHC is Mamu-A01 with pseudo-sequence Mamu-A01. The binding affinity (normalized) is 0.441. (4) The peptide sequence is YTMDGEYRL. The MHC is HLA-A03:01 with pseudo-sequence HLA-A03:01. The binding affinity (normalized) is 0.0847.